This data is from NCI-60 drug combinations with 297,098 pairs across 59 cell lines. The task is: Regression. Given two drug SMILES strings and cell line genomic features, predict the synergy score measuring deviation from expected non-interaction effect. (1) Drug 1: CC1=C(C=C(C=C1)NC(=O)C2=CC=C(C=C2)CN3CCN(CC3)C)NC4=NC=CC(=N4)C5=CN=CC=C5. Drug 2: C1CN(P(=O)(OC1)NCCCl)CCCl. Cell line: SN12C. Synergy scores: CSS=-9.10, Synergy_ZIP=2.75, Synergy_Bliss=-3.04, Synergy_Loewe=-5.61, Synergy_HSA=-8.99. (2) Drug 1: C1CCN(CC1)CCOC2=CC=C(C=C2)C(=O)C3=C(SC4=C3C=CC(=C4)O)C5=CC=C(C=C5)O. Drug 2: C1=CC(=CC=C1CCCC(=O)O)N(CCCl)CCCl. Cell line: SK-MEL-2. Synergy scores: CSS=1.75, Synergy_ZIP=-2.26, Synergy_Bliss=0.962, Synergy_Loewe=-3.09, Synergy_HSA=-3.40. (3) Drug 1: CN1CCC(CC1)COC2=C(C=C3C(=C2)N=CN=C3NC4=C(C=C(C=C4)Br)F)OC. Drug 2: COC1=CC(=CC(=C1O)OC)C2C3C(COC3=O)C(C4=CC5=C(C=C24)OCO5)OC6C(C(C7C(O6)COC(O7)C8=CC=CS8)O)O. Synergy scores: CSS=36.3, Synergy_ZIP=0.0470, Synergy_Bliss=3.05, Synergy_Loewe=0.0564, Synergy_HSA=6.45. Cell line: MDA-MB-231. (4) Drug 1: CC1C(C(CC(O1)OC2CC(CC3=C2C(=C4C(=C3O)C(=O)C5=C(C4=O)C(=CC=C5)OC)O)(C(=O)C)O)N)O.Cl. Drug 2: CC1C(C(=O)NC(C(=O)N2CCCC2C(=O)N(CC(=O)N(C(C(=O)O1)C(C)C)C)C)C(C)C)NC(=O)C3=C4C(=C(C=C3)C)OC5=C(C(=O)C(=C(C5=N4)C(=O)NC6C(OC(=O)C(N(C(=O)CN(C(=O)C7CCCN7C(=O)C(NC6=O)C(C)C)C)C)C(C)C)C)N)C. Cell line: OVCAR-5. Synergy scores: CSS=11.7, Synergy_ZIP=2.73, Synergy_Bliss=2.85, Synergy_Loewe=0.246, Synergy_HSA=0.696. (5) Drug 1: C1=CC=C(C=C1)NC(=O)CCCCCCC(=O)NO. Drug 2: C1CCC(C(C1)N)N.C(=O)(C(=O)[O-])[O-].[Pt+4]. Cell line: SK-OV-3. Synergy scores: CSS=10.7, Synergy_ZIP=-6.14, Synergy_Bliss=-5.31, Synergy_Loewe=-10.5, Synergy_HSA=-3.06.